This data is from Aqueous solubility values for 9,982 compounds from the AqSolDB database. The task is: Regression/Classification. Given a drug SMILES string, predict its absorption, distribution, metabolism, or excretion properties. Task type varies by dataset: regression for continuous measurements (e.g., permeability, clearance, half-life) or binary classification for categorical outcomes (e.g., BBB penetration, CYP inhibition). For this dataset (solubility_aqsoldb), we predict Y. (1) The drug is NC(=O)NCCC(=O)O. The Y is -0.801 log mol/L. (2) The compound is Nc1c(S(=O)(=O)[O-])cc(-c2cc(S(=O)(=O)[O-])c(N)c3c2C(=O)c2ccccc2C3=O)c2c1C(=O)c1ccccc1C2=O.[Na+].[Na+]. The Y is -2.03 log mol/L. (3) The Y is -1.52 log mol/L. The drug is CC(=O)[O-].CCN(CC[n+]1ccccc1)c1ccc(N=Nc2ccc([N+](=O)[O-])cc2Cl)cc1.